From a dataset of Full USPTO retrosynthesis dataset with 1.9M reactions from patents (1976-2016). Predict the reactants needed to synthesize the given product. (1) Given the product [Cl:34][C:18]1[CH:17]=[C:16]([NH:15][C:13]2[C:14]3[N:6]([CH2:5][CH2:4][NH:3][C:37](=[O:38])[C:36]([CH3:40])([S:41]([CH3:44])(=[O:43])=[O:42])[CH3:35])[CH:7]=[CH:8][C:9]=3[N:10]=[CH:11][N:12]=2)[CH:21]=[CH:20][C:19]=1[O:22][C:23]1[CH:28]=[CH:27][CH:26]=[C:25]([O:29][CH2:30][CH:31]2[CH2:33][CH2:32]2)[CH:24]=1, predict the reactants needed to synthesize it. The reactants are: Cl.Cl.[NH2:3][CH2:4][CH2:5][N:6]1[C:14]2[C:13]([NH:15][C:16]3[CH:21]=[CH:20][C:19]([O:22][C:23]4[CH:28]=[CH:27][CH:26]=[C:25]([O:29][CH2:30][CH:31]5[CH2:33][CH2:32]5)[CH:24]=4)=[C:18]([Cl:34])[CH:17]=3)=[N:12][CH:11]=[N:10][C:9]=2[CH:8]=[CH:7]1.[CH3:35][C:36]([S:41]([CH3:44])(=[O:43])=[O:42])([CH3:40])[C:37](O)=[O:38].ON1C2C=CC=CC=2N=N1.Cl.C(N=C=NCCCN(C)C)C. (2) Given the product [CH3:42][N:43]([CH2:2][C:3]1[CH:8]=[C:7]([C:9]2[CH:10]=[C:11]([C:15]3[CH2:21][C:20](=[O:22])[NH:19][C:18]4[CH:23]=[C:24]([C:33]([F:36])([F:34])[F:35])[C:25]([O:27][CH2:28][C:29]([F:30])([F:31])[F:32])=[CH:26][C:17]=4[N:16]=3)[CH:12]=[CH:13][CH:14]=2)[CH:6]=[CH:5][N:4]=1)[CH2:44][CH2:45][CH3:46], predict the reactants needed to synthesize it. The reactants are: O[CH2:2][C:3]1[CH:8]=[C:7]([C:9]2[CH:10]=[C:11]([C:15]3[CH2:21][C:20](=[O:22])[NH:19][C:18]4[CH:23]=[C:24]([C:33]([F:36])([F:35])[F:34])[C:25]([O:27][CH2:28][C:29]([F:32])([F:31])[F:30])=[CH:26][C:17]=4[N:16]=3)[CH:12]=[CH:13][CH:14]=2)[CH:6]=[CH:5][N:4]=1.S(Cl)(Cl)=O.[Cl-].[CH3:42][NH:43][CH2:44][CH2:45][CH3:46].